From a dataset of Full USPTO retrosynthesis dataset with 1.9M reactions from patents (1976-2016). Predict the reactants needed to synthesize the given product. (1) Given the product [F:12][C:6]1[CH:7]=[CH:8][C:9]([F:11])=[CH:10][C:5]=1[CH:2]([CH2:3][CH3:4])[C:17]#[N:18], predict the reactants needed to synthesize it. The reactants are: Br[CH:2]([C:5]1[CH:10]=[C:9]([F:11])[CH:8]=[CH:7][C:6]=1[F:12])[CH2:3][CH3:4].C[Si]([C:17]#[N:18])(C)C. (2) Given the product [C:19]([O:23][C:24](=[O:27])[CH2:25][O:12][C:3]1[CH:4]=[C:5]([CH:10]=[CH:11][C:2]=1[Cl:1])[C:6]([O:8][CH3:9])=[O:7])([CH3:22])([CH3:21])[CH3:20], predict the reactants needed to synthesize it. The reactants are: [Cl:1][C:2]1[CH:11]=[CH:10][C:5]([C:6]([O:8][CH3:9])=[O:7])=[CH:4][C:3]=1[OH:12].C(=O)([O-])[O-].[Cs+].[Cs+].[C:19]([O:23][C:24](=[O:27])[CH2:25]Br)([CH3:22])([CH3:21])[CH3:20].O. (3) Given the product [OH:16][CH:12]1[CH2:13][CH2:14][CH2:15][N:10]([CH2:9][CH2:8][CH2:7][N:5]2[CH:6]=[C:2]([NH:1][C:26]([C:19]3[C:20]4[C:25](=[CH:24][CH:23]=[CH:22][CH:21]=4)[NH:17][N:18]=3)=[O:27])[CH:3]=[N:4]2)[CH2:11]1, predict the reactants needed to synthesize it. The reactants are: [NH2:1][C:2]1[CH:3]=[N:4][N:5]([CH2:7][CH2:8][CH2:9][N:10]2[CH2:15][CH2:14][CH2:13][CH:12]([OH:16])[CH2:11]2)[CH:6]=1.[NH:17]1[C:25]2[C:20](=[CH:21][CH:22]=[CH:23][CH:24]=2)[C:19]([C:26](O)=[O:27])=[N:18]1.CN(C(ON1N=NC2C=CC=NC1=2)=[N+](C)C)C.F[P-](F)(F)(F)(F)F.CCN(C(C)C)C(C)C.